Dataset: Choline transporter screen with 302,306 compounds. Task: Binary Classification. Given a drug SMILES string, predict its activity (active/inactive) in a high-throughput screening assay against a specified biological target. (1) The drug is O1C(C(=O)N2C(CC(c3c2cccc3)(c2ccccc2)C)(C)C)CCC1. The result is 0 (inactive). (2) The compound is Fc1ccc(C(=O)N2CCC(O)(CC2)c2cccnc2)cc1. The result is 0 (inactive). (3) The drug is S(=O)(=O)(N1CCC(CC1)C(=O)NC(CCSC)C(=O)NCC1OCCC1)c1ccc(cc1)C. The result is 0 (inactive). (4) The compound is O=c1n(nc(c2c1cccc2)C(OC)=O)Cc1ccccc1. The result is 0 (inactive). (5) The drug is O=C(NC1CCN(CC1)c1n2ncnc2nc(c1Cc1ccccc1)C)C(NC(=O)C)Cc1cc(OC)ccc1. The result is 0 (inactive). (6) The compound is S(c1nc(nc2c1cccc2)C1CC1)CC(=O)NCc1cc2OCOc2cc1. The result is 0 (inactive). (7) The molecule is Clc1c(S(=O)(=O)Nc2c(OC)cccc2)cc(NC(=O)c2ccc(Cl)nc2)cc1. The result is 0 (inactive). (8) The result is 0 (inactive). The molecule is S(=O)(=O)(N(CC)CC)c1cc2nc(SCc3[nH]c4c(scc4)c(=O)n3)n(c2cc1)CC. (9) The drug is O=C(NC1C2CC3CC1CC(C2)C3)C1CCCCC1. The result is 0 (inactive). (10) The molecule is s1c(CNC(=O)c2nnn(CC(=O)Nc3c(OCC)cccc3)c2N)ccc1. The result is 0 (inactive).